Dataset: Reaction yield outcomes from USPTO patents with 853,638 reactions. Task: Predict the reaction yield, written as a fraction of the theoretical maximum amount of product (1.0 means a 100% yield; for example, 0.34 means a 34% yield). (1) The reactants are C[O:2][C:3](=O)[C:4]1[CH:9]=[CH:8][C:7]([O:10][CH2:11][C:12]2[C:13]([C:18]3[CH:23]=[CH:22][CH:21]=[CH:20][C:19]=3[F:24])=[N:14][O:15][C:16]=2[CH3:17])=[N:6][CH:5]=1.[F:26][C:27]([F:34])([C:30]([F:33])([F:32])[F:31])[CH2:28][NH2:29]. No catalyst specified. The product is [F:24][C:19]1[CH:20]=[CH:21][CH:22]=[CH:23][C:18]=1[C:13]1[C:12]([CH2:11][O:10][C:7]2[CH:8]=[CH:9][C:4]([C:3]([NH:29][CH2:28][C:27]([F:34])([F:26])[C:30]([F:33])([F:32])[F:31])=[O:2])=[CH:5][N:6]=2)=[C:16]([CH3:17])[O:15][N:14]=1. The yield is 0.750. (2) The reactants are [CH3:1][N:2](C=O)C.CI.CN(C)[CH2:10][C:11]1[C:19]2[C:14](=[CH:15][C:16]([N+:20]([O-:22])=[O:21])=[CH:17][CH:18]=2)[NH:13][CH:12]=1.[C-]#N.[K+]. The catalyst is O.C1COCC1. The product is [N+:20]([C:16]1[CH:15]=[C:14]2[C:19]([C:11]([CH2:10][C:1]#[N:2])=[CH:12][NH:13]2)=[CH:18][CH:17]=1)([O-:22])=[O:21]. The yield is 0.360. (3) The reactants are [F:1][C:2]1[N:7]=[CH:6][C:5]([C:8]2[CH:9]=[C:10]([CH:12]=[CH:13][C:14]=2[O:15][C:16]2[CH:21]=[CH:20][CH:19]=[CH:18][CH:17]=2)[NH2:11])=[CH:4][C:3]=1[CH3:22].[C:23](OC(=O)C)(=[O:25])[CH3:24]. No catalyst specified. The product is [F:1][C:2]1[N:7]=[CH:6][C:5]([C:8]2[CH:9]=[C:10]([NH:11][C:23](=[O:25])[CH3:24])[CH:12]=[CH:13][C:14]=2[O:15][C:16]2[CH:21]=[CH:20][CH:19]=[CH:18][CH:17]=2)=[CH:4][C:3]=1[CH3:22]. The yield is 0.720. (4) The reactants are [CH3:1][O:2][C:3](=[O:22])[C:4]1[CH:9]=[CH:8][C:7]([CH2:10][CH:11]([C:19]([OH:21])=O)[C:12]2[CH:17]=[CH:16][C:15]([OH:18])=[CH:14][CH:13]=2)=[CH:6][CH:5]=1.C(Cl)(=O)C(Cl)=O.[I:29][C:30]1[CH:36]=[CH:35][C:33]([NH2:34])=[CH:32][CH:31]=1. The catalyst is C(Cl)Cl. The product is [CH3:1][O:2][C:3](=[O:22])[C:4]1[CH:5]=[CH:6][C:7]([CH2:10][CH:11]([C:12]2[CH:13]=[CH:14][C:15]([OH:18])=[CH:16][CH:17]=2)[C:19](=[O:21])[NH:34][C:33]2[CH:35]=[CH:36][C:30]([I:29])=[CH:31][CH:32]=2)=[CH:8][CH:9]=1. The yield is 0.640. (5) The reactants are Cl.[F:2][C:3]1[C:4]([C:28]2[CH:33]=[CH:32][C:31]([C:34]3[CH:38]=[CH:37][O:36][N:35]=3)=[CH:30][CH:29]=2)=[CH:5][C:6](=[O:27])[N:7]([CH2:9][CH2:10][C@@:11]([CH3:26])([S:22]([CH3:25])(=[O:24])=[O:23])[C:12]([NH:14][O:15]C2CCCCO2)=[O:13])[CH:8]=1. The catalyst is O1CCOCC1. The product is [F:2][C:3]1[C:4]([C:28]2[CH:29]=[CH:30][C:31]([C:34]3[CH:38]=[CH:37][O:36][N:35]=3)=[CH:32][CH:33]=2)=[CH:5][C:6](=[O:27])[N:7]([CH2:9][CH2:10][C@@:11]([CH3:26])([S:22]([CH3:25])(=[O:24])=[O:23])[C:12]([NH:14][OH:15])=[O:13])[CH:8]=1. The yield is 0.569. (6) The reactants are N(OC(C)(C)C)=O.N[C:9]1[S:10][C:11]2[CH:17]=[C:16]([N+:18]([O-:20])=[O:19])[CH:15]=[CH:14][C:12]=2[N:13]=1.[ClH:21]. The catalyst is C(#N)C.C(Cl)Cl.[Cu](Cl)Cl. The product is [Cl:21][C:9]1[S:10][C:11]2[CH:17]=[C:16]([N+:18]([O-:20])=[O:19])[CH:15]=[CH:14][C:12]=2[N:13]=1. The yield is 0.770.